This data is from Reaction yield outcomes from USPTO patents with 853,638 reactions. The task is: Predict the reaction yield, written as a fraction of the theoretical maximum amount of product (1.0 means a 100% yield; for example, 0.34 means a 34% yield). (1) The reactants are [F:1][C:2]([F:13])([F:12])[CH:3]1[O:8][CH2:7][CH:6]([C:9]([OH:11])=O)[CH2:5][CH2:4]1.Cl.[CH3:15][NH:16][O:17][CH3:18].CCN=C=NCCCN(C)C.C1C=CC2N(O)N=NC=2C=1.C(N(C(C)C)CC)(C)C. The catalyst is C(Cl)Cl.O. The product is [CH3:18][O:17][N:16]([CH3:15])[C:9]([CH:6]1[CH2:5][CH2:4][CH:3]([C:2]([F:1])([F:13])[F:12])[O:8][CH2:7]1)=[O:11]. The yield is 0.870. (2) The reactants are [C:1]1([N:7]2[C:11]([NH:12][C:13](=[O:21])OC3C=CC=CC=3)=[CH:10][C:9]([C:22]([F:25])([F:24])[F:23])=[N:8]2)[CH:6]=[CH:5][CH:4]=[CH:3][CH:2]=1.[CH3:26][O:27][C:28]1[CH:29]=[C:30]2[C:35](=[CH:36][C:37]=1[O:38][CH3:39])[N:34]=[CH:33][N:32]=[C:31]2[O:40][C:41]1[CH:42]=[C:43]([CH:45]=[CH:46][CH:47]=1)[NH2:44].C(N(CC)C(C)C)(C)C. The catalyst is C1COCC1. The product is [CH3:26][O:27][C:28]1[CH:29]=[C:30]2[C:35](=[CH:36][C:37]=1[O:38][CH3:39])[N:34]=[CH:33][N:32]=[C:31]2[O:40][C:41]1[CH:42]=[C:43]([NH:44][C:13]([NH:12][C:11]2[N:7]([C:1]3[CH:2]=[CH:3][CH:4]=[CH:5][CH:6]=3)[N:8]=[C:9]([C:22]([F:23])([F:24])[F:25])[CH:10]=2)=[O:21])[CH:45]=[CH:46][CH:47]=1. The yield is 0.530. (3) The reactants are [Br:1][C:2]1[CH:3]=[CH:4][C:5]2[N:6]([CH2:16][CH:17]([F:40])[CH2:18][N:19]([C:32]3[CH:37]=[CH:36][CH:35]=[C:34]([O:38][CH3:39])[CH:33]=3)S(C3C=CC([N+]([O-])=O)=CC=3)(=O)=O)[C:7]3[C:12]([C:13]=2[CH:14]=1)=[CH:11][C:10]([Br:15])=[CH:9][CH:8]=3.[OH-].[Li+].CN(C)C=O.SCC(O)=O. The catalyst is CCOC(C)=O. The product is [Br:15][C:10]1[CH:9]=[CH:8][C:7]2[N:6]([CH2:16][CH:17]([F:40])[CH2:18][NH:19][C:32]3[CH:37]=[CH:36][CH:35]=[C:34]([O:38][CH3:39])[CH:33]=3)[C:5]3[C:13]([C:12]=2[CH:11]=1)=[CH:14][C:2]([Br:1])=[CH:3][CH:4]=3. The yield is 0.880. (4) The reactants are S(Cl)([Cl:3])=O.[C:5]([C:7]1[C:12]([CH3:13])=[CH:11][C:10]([CH:14](O)[CH3:15])=[C:9]([O:17][CH2:18][CH3:19])[C:8]=1[C:20]1[CH:21]=[CH:22][C:23]([C:26]([N:28]([CH3:30])[CH3:29])=[O:27])=[N:24][CH:25]=1)#[N:6]. The catalyst is C(Cl)Cl.CN(C)C=O. The product is [Cl:3][CH:14]([C:10]1[C:9]([O:17][CH2:18][CH3:19])=[C:8]([C:20]2[CH:21]=[CH:22][C:23]([C:26]([N:28]([CH3:30])[CH3:29])=[O:27])=[N:24][CH:25]=2)[C:7]([C:5]#[N:6])=[C:12]([CH3:13])[CH:11]=1)[CH3:15]. The yield is 0.910. (5) The reactants are [Cl:1][C:2]1[CH:7]=[C:6](Cl)[N:5]2[N:9]=[CH:10][C:11]([CH2:12][CH2:13][CH2:14][CH2:15][C:16]#[N:17])=[C:4]2[N:3]=1.[NH2:18][C:19]1[CH:20]=[C:21]([CH:27]=[CH:28][CH:29]=1)[C:22]([O:24][CH2:25][CH3:26])=[O:23]. The catalyst is C(O)C. The product is [CH2:25]([O:24][C:22](=[O:23])[C:21]1[CH:27]=[CH:28][CH:29]=[C:19]([NH:18][C:6]2[N:5]3[N:9]=[CH:10][C:11]([CH2:12][CH2:13][CH2:14][CH2:15][C:16]#[N:17])=[C:4]3[N:3]=[C:2]([Cl:1])[CH:7]=2)[CH:20]=1)[CH3:26]. The yield is 0.500. (6) The reactants are [CH3:1][S:2][C:3]1[CH:8]=[CH:7][C:6]([C:9]2[O:13][N:12]=[CH:11][C:10]=2[CH2:14]O)=[CH:5][CH:4]=1.O1CCCC1.S(Cl)([Cl:23])=O. The catalyst is C1(C)C=CC=CC=1. The product is [Cl:23][CH2:14][C:10]1[CH:11]=[N:12][O:13][C:9]=1[C:6]1[CH:7]=[CH:8][C:3]([S:2][CH3:1])=[CH:4][CH:5]=1. The yield is 0.970. (7) The reactants are C1(C=CC(C2C=CC=CC=2)=O)C=CC=CC=1.[CH3:17][O:18][C:19]1[CH:24]=[CH:23][C:22]([CH:25]=[CH:26][C:27]([C:29]2[CH:34]=[CH:33][CH:32]=[CH:31][CH:30]=2)=O)=[CH:21][CH:20]=1.Cl.[NH:36]([C:38]1[CH:43]=[CH:42][C:41]([S:44]([NH2:47])(=[O:46])=[O:45])=[CH:40][CH:39]=1)[NH2:37].CC(O)=O. The catalyst is CCO. The product is [CH3:17][O:18][C:19]1[CH:24]=[CH:23][C:22]([CH:25]2[N:36]([C:38]3[CH:43]=[CH:42][C:41]([S:44]([NH2:47])(=[O:45])=[O:46])=[CH:40][CH:39]=3)[N:37]=[C:27]([C:29]3[CH:34]=[CH:33][CH:32]=[CH:31][CH:30]=3)[CH2:26]2)=[CH:21][CH:20]=1. The yield is 0.370. (8) The reactants are [C:1]([N:11]1[CH2:15]C=CC1)([O:3][CH2:4][C:5]1[CH:10]=[CH:9][CH:8]=[CH:7][CH:6]=1)=[O:2].C[N+]1([O-])CC[O:20]CC1.OS([O-])=O.[Na+].[CH3:29][C:30]([CH3:32])=[O:31]. The catalyst is O=[Os](=O)(=O)=O. The product is [OH:31][CH:30]1[CH:32]([OH:20])[CH2:15][N:11]([C:1]([O:3][CH2:4][C:5]2[CH:10]=[CH:9][CH:8]=[CH:7][CH:6]=2)=[O:2])[CH2:29]1. The yield is 1.00. (9) The reactants are [OH:1][CH:2]1[CH2:7][CH2:6][N:5]([C:8]([O:10][C:11]([CH3:14])([CH3:13])[CH3:12])=[O:9])[C:4](=[O:15])[CH2:3]1.C(N(CC)CC)C.[CH3:23][S:24](Cl)(=[O:26])=[O:25]. The catalyst is ClCCl.CN(C)C1C=CN=CC=1. The product is [CH3:23][S:24]([O:1][CH:2]1[CH2:7][CH2:6][N:5]([C:8]([O:10][C:11]([CH3:12])([CH3:14])[CH3:13])=[O:9])[C:4](=[O:15])[CH2:3]1)(=[O:26])=[O:25]. The yield is 0.660. (10) The reactants are [Cl:1][C:2]1[C:7]([O:8][CH3:9])=[CH:6][C:5]([O:10][CH3:11])=[C:4]([Cl:12])[C:3]=1[C:13]1[C:24](=[O:25])[N:23]([CH2:26][CH2:27][NH:28][CH:29]2[CH2:32][N:31]([C:33]([O:35][C:36]([CH3:39])([CH3:38])[CH3:37])=[O:34])[CH2:30]2)[C:16]2[N:17]=[C:18]([S:21][CH3:22])[N:19]=[CH:20][C:15]=2[CH:14]=1.[C:40](O[C:40]([C:42]([F:45])([F:44])[F:43])=[O:41])([C:42]([F:45])([F:44])[F:43])=[O:41].O. The catalyst is C(Cl)Cl.CN(C1C=CN=CC=1)C. The product is [Cl:12][C:4]1[C:5]([O:10][CH3:11])=[CH:6][C:7]([O:8][CH3:9])=[C:2]([Cl:1])[C:3]=1[C:13]1[C:24](=[O:25])[N:23]([CH2:26][CH2:27][N:28]([CH:29]2[CH2:32][N:31]([C:33]([O:35][C:36]([CH3:39])([CH3:38])[CH3:37])=[O:34])[CH2:30]2)[C:40](=[O:41])[C:42]([F:45])([F:44])[F:43])[C:16]2[N:17]=[C:18]([S:21][CH3:22])[N:19]=[CH:20][C:15]=2[CH:14]=1. The yield is 0.800.